From a dataset of Full USPTO retrosynthesis dataset with 1.9M reactions from patents (1976-2016). Predict the reactants needed to synthesize the given product. Given the product [C:1]1([C:17]2[CH:22]=[CH:21][CH:20]=[CH:19][CH:18]=2)[CH:6]=[CH:5][CH:4]=[CH:3][C:2]=1[CH:7]1[N:16]([CH2:29][C:25]2[CH:24]=[C:23]([C:31]3[CH:36]=[CH:35][CH:34]=[CH:33][CH:32]=3)[CH:28]=[CH:27][CH:26]=2)[C:10](=[O:11])[CH:9]([CH3:15])[CH2:8]1, predict the reactants needed to synthesize it. The reactants are: [C:1]1([C:17]2[CH:22]=[CH:21][CH:20]=[CH:19][CH:18]=2)[CH:6]=[CH:5][CH:4]=[CH:3][C:2]=1[CH:7]([NH2:16])[CH2:8][CH:9]([CH3:15])[C:10](OCC)=[O:11].[C:23]1([C:31]2[CH:36]=[CH:35][CH:34]=[CH:33][CH:32]=2)[CH:28]=[CH:27][CH:26]=[C:25]([CH:29]=O)[CH:24]=1.